This data is from Catalyst prediction with 721,799 reactions and 888 catalyst types from USPTO. The task is: Predict which catalyst facilitates the given reaction. Reactant: Br[C:2]1[CH:7]=[CH:6][C:5]([CH2:8][CH2:9][CH2:10][C:11]2[N:15]([CH2:16][CH3:17])[C:14](=[O:18])[N:13]([CH2:19][C:20]3[CH:25]=[CH:24][C:23]([C:26]([CH3:29])([CH3:28])[CH3:27])=[CH:22][CH:21]=3)[N:12]=2)=[CH:4][CH:3]=1.C([O-])(=O)C.[K+].[B:35]1([B:35]2[O:39][C:38]([CH3:41])([CH3:40])[C:37]([CH3:43])([CH3:42])[O:36]2)[O:39][C:38]([CH3:41])([CH3:40])[C:37]([CH3:43])([CH3:42])[O:36]1. Product: [C:26]([C:23]1[CH:24]=[CH:25][C:20]([CH2:19][N:13]2[C:14](=[O:18])[N:15]([CH2:16][CH3:17])[C:11]([CH2:10][CH2:9][CH2:8][C:5]3[CH:6]=[CH:7][C:2]([B:35]4[O:39][C:38]([CH3:41])([CH3:40])[C:37]([CH3:43])([CH3:42])[O:36]4)=[CH:3][CH:4]=3)=[N:12]2)=[CH:21][CH:22]=1)([CH3:29])([CH3:28])[CH3:27]. The catalyst class is: 75.